This data is from Forward reaction prediction with 1.9M reactions from USPTO patents (1976-2016). The task is: Predict the product of the given reaction. (1) Given the reactants O1C2(CCCCC2)[NH:2]1.[CH3:9][NH:10][C@@H:11]([CH3:20])[C@@H:12]([C:14]1[CH:19]=[CH:18][CH:17]=[CH:16][CH:15]=1)[OH:13].[ClH:21], predict the reaction product. The product is: [ClH:21].[CH3:9][N:10]([C@@H:11]([CH3:20])[C@@H:12]([C:14]1[CH:19]=[CH:18][CH:17]=[CH:16][CH:15]=1)[OH:13])[NH2:2]. (2) Given the reactants Br[CH2:2][CH2:3][CH2:4][N:5]1[CH2:10][C:9]2[CH:11]=[CH:12][CH:13]=[CH:14][C:8]=2[N:7]([C:15]2[CH:20]=[CH:19][CH:18]=[CH:17][C:16]=2[F:21])[S:6]1(=[O:23])=[O:22].[CH3:24][NH2:25].Cl, predict the reaction product. The product is: [F:21][C:16]1[CH:17]=[CH:18][CH:19]=[CH:20][C:15]=1[N:7]1[C:8]2[CH:14]=[CH:13][CH:12]=[CH:11][C:9]=2[CH2:10][N:5]([CH2:4][CH2:3][CH2:2][NH:25][CH3:24])[S:6]1(=[O:23])=[O:22]. (3) Given the reactants [CH2:1]([OH:5])[CH2:2][C:3]#[CH:4].C(N(CC)CC)C.[CH3:13][S:14](Cl)(=[O:16])=[O:15], predict the reaction product. The product is: [CH2:1]([O:5][S:14]([CH3:13])(=[O:16])=[O:15])[CH2:2][C:3]#[CH:4].